The task is: Regression. Given two drug SMILES strings and cell line genomic features, predict the synergy score measuring deviation from expected non-interaction effect.. This data is from NCI-60 drug combinations with 297,098 pairs across 59 cell lines. Drug 2: CC1CCC2CC(C(=CC=CC=CC(CC(C(=O)C(C(C(=CC(C(=O)CC(OC(=O)C3CCCCN3C(=O)C(=O)C1(O2)O)C(C)CC4CCC(C(C4)OC)O)C)C)O)OC)C)C)C)OC. Drug 1: C1=CC(=CC=C1C#N)C(C2=CC=C(C=C2)C#N)N3C=NC=N3. Cell line: CCRF-CEM. Synergy scores: CSS=-20.7, Synergy_ZIP=14.6, Synergy_Bliss=7.93, Synergy_Loewe=-27.6, Synergy_HSA=-28.6.